Task: Predict the reactants needed to synthesize the given product.. Dataset: Full USPTO retrosynthesis dataset with 1.9M reactions from patents (1976-2016) (1) Given the product [F:15][C:10]1[CH:9]=[C:8]([C:5]2[CH:6]=[CH:7][C:2](=[O:16])[NH:3][N:4]=2)[CH:13]=[C:12]([F:14])[CH:11]=1, predict the reactants needed to synthesize it. The reactants are: Cl[C:2]1[N:3]=[N:4][C:5]([C:8]2[CH:13]=[C:12]([F:14])[CH:11]=[C:10]([F:15])[CH:9]=2)=[CH:6][CH:7]=1.[OH-:16].[Na+]. (2) Given the product [OH:1][C@@H:2]1[CH2:6][N:5]([C:18]([O:20][C:21]([CH3:24])([CH3:23])[CH3:22])=[O:19])[C@@H:4]([C:7]([O:9][CH3:10])=[O:8])[CH2:3]1, predict the reactants needed to synthesize it. The reactants are: [OH:1][C@@H:2]1[CH2:6][NH:5][C@@H:4]([C:7]([O:9][CH3:10])=[O:8])[CH2:3]1.C(N(CC)CC)C.[C:18](O[C:18]([O:20][C:21]([CH3:24])([CH3:23])[CH3:22])=[O:19])([O:20][C:21]([CH3:24])([CH3:23])[CH3:22])=[O:19]. (3) The reactants are: [CH2:1]([O:8][C:9]1[C:14]([C:15](=O)[CH3:16])=[C:13]([OH:18])[C:12]([O:19][C:20]2[C:28]([CH3:29])=[CH:27][C:26]([N+:30]([O-:32])=[O:31])=[C:25]3[C:21]=2[CH2:22][CH2:23][CH2:24]3)=[CH:11][CH:10]=1)[C:2]1[CH:7]=[CH:6][CH:5]=[CH:4][CH:3]=1.C([SiH](CC)CC)C.FC(F)(F)C(O)=O.O. Given the product [CH2:1]([O:8][C:9]1[C:14]([CH2:15][CH3:16])=[C:13]([OH:18])[C:12]([O:19][C:20]2[C:28]([CH3:29])=[CH:27][C:26]([N+:30]([O-:32])=[O:31])=[C:25]3[C:21]=2[CH2:22][CH2:23][CH2:24]3)=[CH:11][CH:10]=1)[C:2]1[CH:7]=[CH:6][CH:5]=[CH:4][CH:3]=1, predict the reactants needed to synthesize it. (4) Given the product [CH:7]1[C:15]2=[CH:14][C:13]3[CH:16]=[CH:17][C:18](=[O:19])[O:20][C:12]=3[CH:11]=[C:10]2[O:9][CH:8]=1, predict the reactants needed to synthesize it. The reactants are: CC(C)=CCC/C(/C)=[CH:7]/[CH2:8][O:9][C:10]1[CH:15]=[CH:14][C:13]2[CH:16]=[CH:17][C:18]([O:20][C:12]=2[CH:11]=1)=[O:19].COC1C2C=CC(OC=2C=C2C=1C=CO2)=O. (5) Given the product [P:24]([O-:28])([O-:27])([O-:26])=[O:25].[Na+:52].[Na+:52].[Na+:52].[CH3:67][C@H:58]([NH:57][CH3:56])[C@@H:59]([OH:60])[C:61]1[CH:66]=[CH:65][CH:64]=[CH:63][CH:62]=1, predict the reactants needed to synthesize it. The reactants are: C(O)[C@H]1O[C@H](O[C@]2(CO)O[C@H](CO)[C@@H](O)[C@@H]2O)[C@H](O)[C@@H](O)[C@@H]1O.[P:24]([O-:28])([OH:27])([OH:26])=[O:25].[K+].P([O-])([O-])(O)=O.[K+].[K+].NC1C=CC(C(O)=O)=CC=1.P([O-])([O-])([O-])=O.[Na+:52].[Na+].[Na+].Cl.[CH3:56][NH:57][CH:58]([CH3:67])[C:59]([C:61]1[CH:66]=[CH:65][CH:64]=[CH:63][CH:62]=1)=[O:60].O=C[C@@H]([C@H]([C@@H]([C@@H](CO)O)O)O)O. (6) Given the product [CH3:5][N:6]([CH3:7])[CH2:49][CH2:50][NH:51][C:52](=[O:99])[O:53][C@H:54]1[CH2:59][CH2:58][CH2:57][N:56]([C:60]2[N:61]=[C:62]3[CH:86]=[C:85]([C:87]([NH:89][C:90]4[S:91][CH:92]=[C:93]([C:95]([CH3:98])([CH3:97])[CH3:96])[N:94]=4)=[O:88])[CH:84]=[CH:83][N:63]3[C:64](=[O:82])[C:65]=2/[CH:66]=[CH:67]/[C:68]2[N:69]=[N:70][N:71]([CH2:73][C:74]3[CH:79]=[CH:78][C:77]([O:80][CH3:81])=[CH:76][CH:75]=3)[N:72]=2)[CH2:55]1, predict the reactants needed to synthesize it. The reactants are: C([C:5]1[N:6]=[C:7](NC(CC2C=CN3C(=O)C(/C=C/C4N=NN(CC5C=CC(OC)=CC=5)N=4)=C(N4CCC[C@H](O)C4)N=C3C=2)=O)SC=1)(C)(C)C.Cl[CH2:49][CH2:50][NH:51][C:52](=[O:99])[O:53][C@H:54]1[CH2:59][CH2:58][CH2:57][N:56]([C:60]2[N:61]=[C:62]3[CH:86]=[C:85]([C:87]([NH:89][C:90]4[S:91][CH:92]=[C:93]([C:95]([CH3:98])([CH3:97])[CH3:96])[N:94]=4)=[O:88])[CH:84]=[CH:83][N:63]3[C:64](=[O:82])[C:65]=2/[CH:66]=[CH:67]/[C:68]2[N:69]=[N:70][N:71]([CH2:73][C:74]3[CH:79]=[CH:78][C:77]([O:80][CH3:81])=[CH:76][CH:75]=3)[N:72]=2)[CH2:55]1. (7) Given the product [CH3:1][S:2]([O:6][CH2:7][CH2:8][CH2:9][CH2:10][C:11]1[CH:12]=[CH:13][C:14]([C:15]#[N:16])=[CH:17][CH:18]=1)(=[O:4])=[O:3], predict the reactants needed to synthesize it. The reactants are: [CH3:1][S:2](Cl)(=[O:4])=[O:3].[OH:6][CH2:7][CH2:8][CH2:9][CH2:10][C:11]1[CH:18]=[CH:17][C:14]([C:15]#[N:16])=[CH:13][CH:12]=1.C(N(CC)CC)C.O. (8) Given the product [NH2:26][C:22]1[CH:21]=[C:20]([CH2:19][S:16]([NH:15][C:11]2[CH:12]=[CH:13][CH:14]=[C:9]([NH:8][C:6]3[C:5]([Cl:29])=[CH:4][N:3]=[C:2]([Cl:1])[N:7]=3)[CH:10]=2)(=[O:17])=[O:18])[CH:25]=[CH:24][CH:23]=1, predict the reactants needed to synthesize it. The reactants are: [Cl:1][C:2]1[N:7]=[C:6]([NH:8][C:9]2[CH:10]=[C:11]([NH:15][S:16]([CH2:19][C:20]3[CH:25]=[CH:24][CH:23]=[C:22]([N+:26]([O-])=O)[CH:21]=3)(=[O:18])=[O:17])[CH:12]=[CH:13][CH:14]=2)[C:5]([Cl:29])=[CH:4][N:3]=1. (9) Given the product [F:12][C:13]([F:26])([F:25])[S:14]([O:8][C:6]1[CH:7]=[C:2]([F:1])[CH:3]=[CH:4][C:5]=1[N+:9]([O-:11])=[O:10])(=[O:16])=[O:15], predict the reactants needed to synthesize it. The reactants are: [F:1][C:2]1[CH:3]=[CH:4][C:5]([N+:9]([O-:11])=[O:10])=[C:6]([OH:8])[CH:7]=1.[F:12][C:13]([F:26])([F:25])[S:14](O[S:14]([C:13]([F:26])([F:25])[F:12])(=[O:16])=[O:15])(=[O:16])=[O:15].